This data is from Catalyst prediction with 721,799 reactions and 888 catalyst types from USPTO. The task is: Predict which catalyst facilitates the given reaction. The catalyst class is: 6. Reactant: [CH:1]([C:3]1[CH:4]=[C:5]2[C:9](=[CH:10][CH:11]=1)[C:8]1([CH2:14][N:13]([C:15]([O:17][C:18]([CH3:21])([CH3:20])[CH3:19])=[O:16])[CH2:12]1)[O:7][CH2:6]2)=O.CO.Cl.[OH:25][NH2:26].C([O-])(=O)C.[Na+]. Product: [OH:25][N:26]=[CH:1][C:3]1[CH:4]=[C:5]2[C:9](=[CH:10][CH:11]=1)[C:8]1([CH2:14][N:13]([C:15]([O:17][C:18]([CH3:21])([CH3:20])[CH3:19])=[O:16])[CH2:12]1)[O:7][CH2:6]2.